The task is: Predict the reactants needed to synthesize the given product.. This data is from Full USPTO retrosynthesis dataset with 1.9M reactions from patents (1976-2016). (1) Given the product [F:59][C:57]([F:60])([CH3:58])[CH:56]([C:53]1[CH:52]=[CH:51][C:50]([N:12]2[CH2:11][CH2:10][C:9]3([CH2:15][CH2:16][N:6]([C:4](=[O:5])[CH2:3][C:2]([CH3:18])([CH3:17])[CH3:1])[CH2:7][CH2:8]3)[C:13]2=[O:14])=[CH:55][CH:54]=1)[OH:61], predict the reactants needed to synthesize it. The reactants are: [CH3:1][C:2]([CH3:18])([CH3:17])[CH2:3][C:4]([N:6]1[CH2:16][CH2:15][C:9]2([C:13](=[O:14])[NH:12][CH2:11][CH2:10]2)[CH2:8][CH2:7]1)=[O:5].CC(C)(C)CC(N1CCC2(C(=O)N(C3C=CC(C(O)C(F)(F)F)=CC=3)CC2)CC1)=O.Br[C:50]1[CH:55]=[CH:54][C:53]([CH:56]([OH:61])[C:57]([F:60])([F:59])[CH3:58])=[CH:52][CH:51]=1. (2) Given the product [CH3:23][O:22][C:20](=[O:21])[NH:1][CH:2]1[CH2:8][C:7]([CH3:10])([CH3:9])[C:6]2[CH:11]=[CH:12][C:13]([N+:15]([O-:17])=[O:16])=[CH:14][C:5]=2[NH:4][C:3]1=[O:18], predict the reactants needed to synthesize it. The reactants are: [NH2:1][CH:2]1[CH2:8][C:7]([CH3:10])([CH3:9])[C:6]2[CH:11]=[CH:12][C:13]([N+:15]([O-:17])=[O:16])=[CH:14][C:5]=2[NH:4][C:3]1=[O:18].Cl[C:20]([O:22][CH3:23])=[O:21]. (3) The reactants are: C[O:2][C:3]1[C:11]([CH3:12])=[CH:10][C:6]2[N:7]=[CH:8][S:9][C:5]=2[CH:4]=1.B(Br)(Br)Br. Given the product [CH3:12][C:11]1[C:3]([OH:2])=[CH:4][C:5]2[S:9][CH:8]=[N:7][C:6]=2[CH:10]=1, predict the reactants needed to synthesize it. (4) The reactants are: C(O[C:6]([NH:8][CH2:9][CH2:10][O:11][C:12]1[CH:17]=[CH:16][C:15]([CH2:18][C@@H:19]([O:29][C:30]2[CH:35]=[CH:34][C:33]([CH:36]([CH3:38])[CH3:37])=[CH:32][CH:31]=2)[C:20]([O:22][CH2:23][CH2:24][Si:25]([CH3:28])([CH3:27])[CH3:26])=[O:21])=[CH:14][CH:13]=1)=[O:7])(C)(C)C.[N:39]1[CH:44]=[CH:43][CH:42]=[CH:41][C:40]=1[C:45]1[CH:53]=[CH:52][C:48](C(O)=O)=[CH:47][CH:46]=1.C(P(=O)(OCC)OCC)#N. Given the product [CH:36]([C:33]1[CH:32]=[CH:31][C:30]([O:29][C@H:19]([CH2:18][C:15]2[CH:16]=[CH:17][C:12]([O:11][CH2:10][CH2:9][NH:8][C:6](=[O:7])[C:48]3[CH:47]=[CH:46][C:45]([C:40]4[CH:41]=[CH:42][CH:43]=[CH:44][N:39]=4)=[CH:53][CH:52]=3)=[CH:13][CH:14]=2)[C:20]([O:22][CH2:23][CH2:24][Si:25]([CH3:28])([CH3:27])[CH3:26])=[O:21])=[CH:35][CH:34]=1)([CH3:37])[CH3:38], predict the reactants needed to synthesize it. (5) Given the product [O:1]1[CH:5]=[CH:4][C:3]([CH:6]([OH:24])[CH:7]([CH2:13][C:14]2[CH:19]=[CH:18][C:17]([C:20]([F:22])([F:23])[F:21])=[CH:16][CH:15]=2)[C:8]([OH:10])=[O:9])=[CH:2]1, predict the reactants needed to synthesize it. The reactants are: [O:1]1[CH:5]=[CH:4][C:3]([CH:6]([OH:24])[CH:7]([CH2:13][C:14]2[CH:19]=[CH:18][C:17]([C:20]([F:23])([F:22])[F:21])=[CH:16][CH:15]=2)[C:8]([O:10]CC)=[O:9])=[CH:2]1.[OH-].[Na+].Cl. (6) Given the product [C:1]1([C:7]2[CH:8]=[CH:9][C:10]3[N:11]([C:26]4[CH:27]=[CH:28][C:29]([O:30][CH2:31][CH2:32][CH2:33][CH2:34][CH2:35][CH2:36][CH2:37][CH2:38][O:39][S:48]([C:45]5[CH:46]=[CH:47][C:42]([CH3:52])=[CH:43][CH:44]=5)(=[O:50])=[O:49])=[CH:40][CH:41]=4)[C:12]4[C:17]([C:18]=3[CH:19]=2)=[CH:16][C:15]([C:20]2[CH:25]=[CH:24][CH:23]=[CH:22][CH:21]=2)=[CH:14][CH:13]=4)[CH:2]=[CH:3][CH:4]=[CH:5][CH:6]=1, predict the reactants needed to synthesize it. The reactants are: [C:1]1([C:7]2[CH:8]=[CH:9][C:10]3[N:11]([C:26]4[CH:41]=[CH:40][C:29]([O:30][CH2:31][CH2:32][CH2:33][CH2:34][CH2:35][CH2:36][CH2:37][CH2:38][OH:39])=[CH:28][CH:27]=4)[C:12]4[C:17]([C:18]=3[CH:19]=2)=[CH:16][C:15]([C:20]2[CH:25]=[CH:24][CH:23]=[CH:22][CH:21]=2)=[CH:14][CH:13]=4)[CH:6]=[CH:5][CH:4]=[CH:3][CH:2]=1.[C:42]1([CH3:52])[CH:47]=[CH:46][C:45]([S:48](Cl)(=[O:50])=[O:49])=[CH:44][CH:43]=1.O. (7) The reactants are: [CH3:1][O:2][C:3]1[CH:4]=[C:5]([CH:9]=[C:10]([C:12]2[CH:21]=[CH:20][C:19]3[C:14](=[CH:15][CH:16]=[C:17]([O:22][CH3:23])[CH:18]=3)[CH:13]=2)[CH:11]=1)[C:6](O)=[O:7].[CH3:24][NH2:25]. Given the product [CH3:1][O:2][C:3]1[CH:4]=[C:5]([CH:9]=[C:10]([C:12]2[CH:21]=[CH:20][C:19]3[C:14](=[CH:15][CH:16]=[C:17]([O:22][CH3:23])[CH:18]=3)[CH:13]=2)[CH:11]=1)[C:6]([NH:25][CH3:24])=[O:7], predict the reactants needed to synthesize it.